Dataset: Reaction yield outcomes from USPTO patents with 853,638 reactions. Task: Predict the reaction yield, written as a fraction of the theoretical maximum amount of product (1.0 means a 100% yield; for example, 0.34 means a 34% yield). (1) The reactants are C1N=CN(C(N2C=NC=C2)=O)C=1.[CH3:13][C:14]1([C:17]([OH:19])=O)[CH2:16][CH2:15]1.[Cl:20][C:21]1[C:33]([CH2:34][N:35]2[CH2:39][CH2:38][CH2:37][CH2:36]2)=[CH:32][CH:31]=[CH:30][C:22]=1[O:23][C@H:24]1[CH2:27][C@H:26]([CH2:28][NH2:29])[CH2:25]1. The catalyst is C1COCC1. The product is [ClH:20].[Cl:20][C:21]1[C:33]([CH2:34][N:35]2[CH2:39][CH2:38][CH2:37][CH2:36]2)=[CH:32][CH:31]=[CH:30][C:22]=1[O:23][C@H:24]1[CH2:27][C@H:26]([CH2:28][NH:29][C:17]([C:14]2([CH3:13])[CH2:16][CH2:15]2)=[O:19])[CH2:25]1. The yield is 0.480. (2) The reactants are [Cl:1][C:2]1[CH:3]=[CH:4][C:5]([NH:11][C:12](=[O:15])[CH2:13]Cl)=[C:6]([CH:10]=1)[C:7]([OH:9])=[O:8].[CH:16]([N:29]1[CH2:34][CH2:33][NH:32][CH2:31][CH2:30]1)([C:23]1[CH:28]=[CH:27][CH:26]=[CH:25][CH:24]=1)[C:17]1[CH:22]=[CH:21][CH:20]=[CH:19][CH:18]=1.C(N(CC)C(C)C)(C)C.[I-].[Na+]. The catalyst is CN(C=O)C. The product is [Cl:1][C:2]1[CH:3]=[CH:4][C:5]([NH:11][C:12](=[O:15])[CH2:13][N:32]2[CH2:33][CH2:34][N:29]([CH:16]([C:17]3[CH:22]=[CH:21][CH:20]=[CH:19][CH:18]=3)[C:23]3[CH:28]=[CH:27][CH:26]=[CH:25][CH:24]=3)[CH2:30][CH2:31]2)=[C:6]([CH:10]=1)[C:7]([OH:9])=[O:8]. The yield is 0.110. (3) The reactants are [CH2:1]([C:5]1[N:6]=[C:7]([CH3:27])[NH:8][C:9](=[O:26])[C:10]=1[CH2:11][C:12]1[CH:17]=[CH:16][C:15]([C:18]2[C:19]([C:24]#[N:25])=[CH:20][CH:21]=[CH:22][CH:23]=2)=[CH:14][CH:13]=1)[CH2:2][CH2:3][CH3:4].N(C(N1CCCCC1)=O)=NC(N1CCCCC1)=O.C(P(CCCC)CCCC)CCC.[CH3:59][C:60]1[CH:61]=[CH:62][C:63]([CH2:66]O)=[N:64][CH:65]=1. The catalyst is C(OCC)(=O)C.O1CCCC1. The product is [CH2:1]([C:5]1[N:6]=[C:7]([CH3:27])[N:8]([CH2:66][C:63]2[CH:62]=[CH:61][C:60]([CH3:59])=[CH:65][N:64]=2)[C:9](=[O:26])[C:10]=1[CH2:11][C:12]1[CH:17]=[CH:16][C:15]([C:18]2[C:19]([C:24]#[N:25])=[CH:20][CH:21]=[CH:22][CH:23]=2)=[CH:14][CH:13]=1)[CH2:2][CH2:3][CH3:4]. The yield is 0.470. (4) The reactants are [C:1]([O:5][C:6](=[O:19])[N:7]([CH2:9][CH2:10][C@H:11]1[CH2:16][CH2:15][C@H:14]([CH:17]=O)[CH2:13][CH2:12]1)[CH3:8])([CH3:4])([CH3:3])[CH3:2].[CH2:20]([O:22][C:23](=[O:44])[CH:24]=P(C1C=CC=CC=1)(C1C=CC=CC=1)C1C=CC=CC=1)[CH3:21]. The catalyst is ClCCl. The product is [CH2:20]([O:22][C:23](=[O:44])/[CH:24]=[CH:17]/[C@H:14]1[CH2:15][CH2:16][C@H:11]([CH2:10][CH2:9][N:7]([C:6]([O:5][C:1]([CH3:4])([CH3:3])[CH3:2])=[O:19])[CH3:8])[CH2:12][CH2:13]1)[CH3:21]. The yield is 0.754.